Dataset: Peptide-MHC class II binding affinity with 134,281 pairs from IEDB. Task: Regression. Given a peptide amino acid sequence and an MHC pseudo amino acid sequence, predict their binding affinity value. This is MHC class II binding data. (1) The peptide sequence is DSDAASPRMAPRAPWIEQ. The MHC is HLA-DQA10301-DQB10302 with pseudo-sequence HLA-DQA10301-DQB10302. The binding affinity (normalized) is 0.365. (2) The peptide sequence is EYIRIDAKVVPKSKIDTKIQ. The MHC is DRB1_0301 with pseudo-sequence DRB1_0301. The binding affinity (normalized) is 1.00. (3) The peptide sequence is KQELDEISTNIRQAG. The MHC is DRB5_0101 with pseudo-sequence DRB5_0101. The binding affinity (normalized) is 0.469. (4) The binding affinity (normalized) is 0.738. The peptide sequence is KKMTTTFTNYMVDMFLA. The MHC is HLA-DQA10102-DQB10501 with pseudo-sequence HLA-DQA10102-DQB10501. (5) The peptide sequence is NSFTAPNESYKKQVT. The MHC is HLA-DQA10501-DQB10201 with pseudo-sequence HLA-DQA10501-DQB10201. The binding affinity (normalized) is 0.